This data is from NCI-60 drug combinations with 297,098 pairs across 59 cell lines. The task is: Regression. Given two drug SMILES strings and cell line genomic features, predict the synergy score measuring deviation from expected non-interaction effect. Drug 1: C1CCC(C1)C(CC#N)N2C=C(C=N2)C3=C4C=CNC4=NC=N3. Drug 2: CN1CCC(CC1)COC2=C(C=C3C(=C2)N=CN=C3NC4=C(C=C(C=C4)Br)F)OC. Cell line: PC-3. Synergy scores: CSS=3.06, Synergy_ZIP=-2.22, Synergy_Bliss=1.70, Synergy_Loewe=-8.66, Synergy_HSA=0.140.